Dataset: Catalyst prediction with 721,799 reactions and 888 catalyst types from USPTO. Task: Predict which catalyst facilitates the given reaction. Reactant: Cl[C:2]1[N:9]=[C:8]([CH3:10])[CH:7]=[C:6]([N:11]([CH3:13])[CH3:12])[C:3]=1[C:4]#[N:5].NC(N)=[S:16].C(O)C. Product: [CH3:12][N:11]([CH3:13])[C:6]1[CH:7]=[C:8]([CH3:10])[NH:9][C:2](=[S:16])[C:3]=1[C:4]#[N:5]. The catalyst class is: 11.